Task: Binary Classification. Given a miRNA mature sequence and a target amino acid sequence, predict their likelihood of interaction.. Dataset: Experimentally validated miRNA-target interactions with 360,000+ pairs, plus equal number of negative samples The miRNA is hsa-miR-6873-3p with sequence UUCUCUCUGUCUUUCUCUCUCAG. The protein sequence of the target gene is MEVLAAETTSQQERLQAIAEKRKRQAEIENKRRQLEDERRQLQHLKSKALRERWLLEGTPSSASEGDEDLRRQMQDDEQKTRLLEDSVSRLEKEIEVLERGDSAPATAKENAAAPSPVRAPAPSPAKEERKTEVVMNSQQTPVGTPKDKRVSNTPLRTVDGSPMMKAAMYSVEITVEKDKVTGETRVLSSTTLLPRQPLPLGIKVYEDETKVVHAVDGTAENGIHPLSSSEVDELIHKADEVTLSEAGSTAGAAETRGAVEGAARTTPSRREITGVQAQPGEATSGPPGIQPGQEPPVTM.... Result: 1 (interaction).